Dataset: Reaction yield outcomes from USPTO patents with 853,638 reactions. Task: Predict the reaction yield, written as a fraction of the theoretical maximum amount of product (1.0 means a 100% yield; for example, 0.34 means a 34% yield). (1) The reactants are [Cl:1][C:2]1[CH:7]=[CH:6][C:5]([S:8]([CH:11]([C:20]2[CH:25]=[C:24]([F:26])[CH:23]=[CH:22][C:21]=2[F:27])[CH:12]([CH3:19])[CH2:13][CH2:14][CH2:15][S:16]([CH3:18])=[O:17])(=[O:10])=[O:9])=[CH:4][CH:3]=1.ClC1C=CC=C(C(OO)=[O:36])C=1.C(OCC)C.C(Cl)Cl. The catalyst is C(Cl)Cl. The product is [Cl:1][C:2]1[CH:7]=[CH:6][C:5]([S:8]([CH:11]([C:20]2[CH:25]=[C:24]([F:26])[CH:23]=[CH:22][C:21]=2[F:27])[CH:12]([CH3:19])[CH2:13][CH2:14][CH2:15][S:16]([CH3:18])(=[O:36])=[O:17])(=[O:10])=[O:9])=[CH:4][CH:3]=1. The yield is 0.770. (2) The reactants are [F:1][C:2]1[CH:3]=[C:4]2[C:8](=[CH:9][CH:10]=1)[NH:7][C:6](=[O:11])[CH2:5]2.[I:12][C:13]1[C:21]2[C:16](=[CH:17][C:18]([CH:22]=O)=[CH:19][CH:20]=2)[NH:15][N:14]=1. The catalyst is N1CCCCC1.CO. The product is [F:1][C:2]1[CH:3]=[C:4]2[C:8](=[CH:9][CH:10]=1)[NH:7][C:6](=[O:11])/[C:5]/2=[CH:22]\[C:18]1[CH:17]=[C:16]2[C:21]([C:13]([I:12])=[N:14][NH:15]2)=[CH:20][CH:19]=1. The yield is 0.960. (3) The reactants are Br[C:2]1[CH:3]=[CH:4][C:5]2[N:6]([C:8]([C:11]([F:28])([F:27])[C:12]3[CH:13]=[CH:14][C:15]4[N:16]([CH:18]=[C:19]([NH:21][C:22]([CH:24]5[CH2:26][CH2:25]5)=[O:23])[N:20]=4)[N:17]=3)=[N:9][N:10]=2)[CH:7]=1.[CH3:29][N:30]1[CH:34]=[C:33](B2OC(C)(C)C(C)(C)O2)[CH:32]=[N:31]1.C(Cl)Cl.C([O-])([O-])=O.[Na+].[Na+]. The catalyst is O1CCOCC1.C1C=CC(P(C2C=CC=CC=2)[C-]2C=CC=C2)=CC=1.C1C=CC(P(C2C=CC=CC=2)[C-]2C=CC=C2)=CC=1.Cl[Pd]Cl.[Fe+2]. The product is [F:27][C:11]([F:28])([C:8]1[N:6]2[CH:7]=[C:2]([C:33]3[CH:32]=[N:31][N:30]([CH3:29])[CH:34]=3)[CH:3]=[CH:4][C:5]2=[N:10][N:9]=1)[C:12]1[CH:13]=[CH:14][C:15]2[N:16]([CH:18]=[C:19]([NH:21][C:22]([CH:24]3[CH2:26][CH2:25]3)=[O:23])[N:20]=2)[N:17]=1. The yield is 0.711. (4) The reactants are [Br:1][C:2]1[CH:7]=[CH:6][C:5]([CH:8]=[N:9]O)=[CH:4][N:3]=1.[BH4-].[Na+]. The catalyst is COCCOC.[Ti](Cl)(Cl)(Cl)Cl. The product is [NH2:9][CH2:8][C:5]1[CH:6]=[CH:7][C:2]([Br:1])=[N:3][CH:4]=1. The yield is 0.730. (5) The reactants are [CH2:1]([C@@H:8]([CH2:26][CH2:27][C@H:28]([CH2:46][C:47]1[CH:52]=[CH:51][CH:50]=[CH:49][CH:48]=1)[C:29]([NH:31][C@H:32]1[CH2:38][CH2:37][S:36][C@H:35]2[CH2:39][CH2:40][CH2:41][C@@H:42]([CH2:43][OH:44])[N:34]2[C:33]1=[O:45])=[O:30])[C:9]([NH:11][C@H:12]1[CH2:18][CH2:17][S:16][C@H:15]2[CH2:19][CH2:20]C[C@@H](CO)[N:14]2[C:13]1=[O:25])=[O:10])[C:2]1[CH:7]=[CH:6][CH:5]=[CH:4][CH:3]=1.[CH3:53]C([O-])(C)C.[K+].IC.[CH2:61]1[CH2:65][O:64][CH2:63][CH2:62]1. No catalyst specified. The product is [CH2:46]([C@@H:28]([CH2:27][CH2:26][C@H:8]([CH2:1][C:2]1[CH:7]=[CH:6][CH:5]=[CH:4][CH:3]=1)[C:9]([NH:11][C@H:12]1[CH2:18][CH2:17][S:16][C@H:15]2[CH2:19][CH2:20][CH2:62][C@@H:61]([CH2:65][O:64][CH3:63])[N:14]2[C:13]1=[O:25])=[O:10])[C:29]([NH:31][C@H:32]1[CH2:38][CH2:37][S:36][C@H:35]2[CH2:39][CH2:40][CH2:41][C@@H:42]([CH2:43][O:44][CH3:53])[N:34]2[C:33]1=[O:45])=[O:30])[C:47]1[CH:52]=[CH:51][CH:50]=[CH:49][CH:48]=1. The yield is 0.120. (6) The catalyst is C1COCC1. The yield is 0.270. The reactants are [Cl:1][C:2]1[N:3]=[C:4]([N:13]2[CH2:18][CH2:17][O:16][CH2:15][CH2:14]2)[C:5]2[S:10][C:9]([CH:11]=O)=[CH:8][C:6]=2[N:7]=1.[CH3:19][N:20]([CH3:27])[CH:21]1[CH2:26][CH2:25][NH:24][CH2:23][CH2:22]1.C(O[BH-](OC(=O)C)OC(=O)C)(=O)C.[Na+].C(O)(=O)C. The product is [Cl:1][C:2]1[N:3]=[C:4]([N:13]2[CH2:18][CH2:17][O:16][CH2:15][CH2:14]2)[C:5]2[S:10][C:9]([CH2:11][N:24]3[CH2:25][CH2:26][CH:21]([N:20]([CH3:27])[CH3:19])[CH2:22][CH2:23]3)=[CH:8][C:6]=2[N:7]=1.